This data is from Peptide-MHC class II binding affinity with 134,281 pairs from IEDB. The task is: Regression. Given a peptide amino acid sequence and an MHC pseudo amino acid sequence, predict their binding affinity value. This is MHC class II binding data. (1) The peptide sequence is AAATAGTTVYGSFAA. The MHC is HLA-DQA10401-DQB10402 with pseudo-sequence HLA-DQA10401-DQB10402. The binding affinity (normalized) is 0.366. (2) The peptide sequence is AFQFYFELLLFDYPT. The MHC is HLA-DQA10101-DQB10501 with pseudo-sequence HLA-DQA10101-DQB10501. The binding affinity (normalized) is 0.257. (3) The peptide sequence is RMMEYGTTMVSYQPL. The MHC is HLA-DQA10401-DQB10402 with pseudo-sequence HLA-DQA10401-DQB10402. The binding affinity (normalized) is 0.453. (4) The peptide sequence is KWHKHYLVCNYGPSG. The MHC is DRB1_1302 with pseudo-sequence DRB1_1302. The binding affinity (normalized) is 0.445. (5) The peptide sequence is TEAEDVIPEGWKADTSYESK. The MHC is HLA-DPA10301-DPB10402 with pseudo-sequence HLA-DPA10301-DPB10402. The binding affinity (normalized) is 0. (6) The peptide sequence is WITQCFLPVFLAQPPSGQRR. The MHC is HLA-DPA10201-DPB11401 with pseudo-sequence HLA-DPA10201-DPB11401. The binding affinity (normalized) is 0.284. (7) The peptide sequence is SQDLELSWNLNGLQAH. The MHC is DRB1_1302 with pseudo-sequence DRB1_1302. The binding affinity (normalized) is 0.445. (8) The peptide sequence is EGKPTEKHIQIRSTN. The MHC is HLA-DPA10103-DPB10201 with pseudo-sequence HLA-DPA10103-DPB10201. The binding affinity (normalized) is 0.